Dataset: Reaction yield outcomes from USPTO patents with 853,638 reactions. Task: Predict the reaction yield, written as a fraction of the theoretical maximum amount of product (1.0 means a 100% yield; for example, 0.34 means a 34% yield). (1) The reactants are [C:1]([C@H:4]([N:9]([CH2:20][C:21]1[CH:29]=[CH:28][C:24]([C:25]([OH:27])=O)=[CH:23][CH:22]=1)[S:10]([C:13]1[CH:18]=[CH:17][C:16]([Cl:19])=[CH:15][CH:14]=1)(=[O:12])=[O:11])[CH2:5][CH:6]([CH3:8])[CH3:7])(=[O:3])[NH2:2].[NH:30]1[CH2:35][CH2:34][O:33][CH2:32][CH2:31]1.ON1C2C=CC=CC=2N=N1.Cl.CN(C)CCCN=C=NCC.CCN(C(C)C)C(C)C.C(O)(=O)CC(CC(O)=O)(C(O)=O)O. The catalyst is CN(C=O)C. The product is [Cl:19][C:16]1[CH:17]=[CH:18][C:13]([S:10]([N:9]([C@H:4]([CH2:5][CH:6]([CH3:7])[CH3:8])[C:1]([NH2:2])=[O:3])[CH2:20][C:21]2[CH:29]=[CH:28][C:24]([C:25]([N:30]3[CH2:35][CH2:34][O:33][CH2:32][CH2:31]3)=[O:27])=[CH:23][CH:22]=2)(=[O:12])=[O:11])=[CH:14][CH:15]=1. The yield is 0.790. (2) The reactants are [CH3:1][CH:2]1[CH2:7][CH2:6][N:5]([C:8]([O:10]C(C)(C)C)=O)[CH2:4][CH:3]1[C:15]1[N:16]=[N:17][N:18]2[C:23]=1[C:22]1[CH:24]=[CH:25][NH:26][C:21]=1[N:20]=[CH:19]2.[C:27]([CH2:29]C(O)=O)#[N:28].F[P-](F)(F)(F)(F)F.N1(OC(N(C)C)=[N+](C)C)C2N=CC=CC=2N=N1.O. The catalyst is O1CCOCC1.Cl. The product is [CH3:1][CH:2]1[CH2:7][CH2:6][N:5]([C:8](=[O:10])[CH2:29][C:27]#[N:28])[CH2:4][CH:3]1[C:15]1[N:16]=[N:17][N:18]2[C:23]=1[C:22]1[CH:24]=[CH:25][NH:26][C:21]=1[N:20]=[CH:19]2. The yield is 0.120. (3) The reactants are [CH2:1]([NH:6][C:7]1[N:8]=[CH:9][NH:10][C:11]=1[C:12]1[NH:16][N:15]=[C:14]([C:17]2[CH:22]=[CH:21][CH:20]=[CH:19][CH:18]=2)[N:13]=1)[CH2:2][CH2:3][CH2:4][CH3:5].C1N=CN([C:28](N2C=NC=C2)=[O:29])C=1. The catalyst is C1COCC1. The product is [CH2:1]([N:6]1[C:7]2[N:8]=[CH:9][NH:10][C:11]=2[C:12]2=[N:13][C:14]([C:17]3[CH:22]=[CH:21][CH:20]=[CH:19][CH:18]=3)=[N:15][N:16]2[C:28]1=[O:29])[CH2:2][CH2:3][CH2:4][CH3:5]. The yield is 0.450. (4) No catalyst specified. The yield is 0.470. The product is [CH3:1][N:2]1[C:10]2[C:5](=[CH:6][C:7]([NH:11][C:12]3[N:17]4[N:18]=[CH:19][C:20]([C:21]([NH:43][S:40]([CH2:38][CH3:39])(=[O:42])=[O:41])=[O:23])=[C:16]4[N:15]=[CH:14][C:13]=3[C:24]([N:26]3[CH2:27][CH2:28][CH:29]([C:32]4[CH:37]=[CH:36][CH:35]=[CH:34][CH:33]=4)[CH2:30][CH2:31]3)=[O:25])=[CH:8][CH:9]=2)[CH:4]=[CH:3]1. The reactants are [CH3:1][N:2]1[C:10]2[C:5](=[CH:6][C:7]([NH:11][C:12]3[N:17]4[N:18]=[CH:19][C:20]([C:21]([OH:23])=O)=[C:16]4[N:15]=[CH:14][C:13]=3[C:24]([N:26]3[CH2:31][CH2:30][CH:29]([C:32]4[CH:37]=[CH:36][CH:35]=[CH:34][CH:33]=4)[CH2:28][CH2:27]3)=[O:25])=[CH:8][CH:9]=2)[CH:4]=[CH:3]1.[CH2:38]([S:40]([NH2:43])(=[O:42])=[O:41])[CH3:39]. (5) The reactants are Cl[C:2]1[CH:7]=[CH:6][N:5]=[C:4]2[CH:8]=[C:9]([C:11]3[CH:16]=[CH:15][C:14]([CH2:17][N:18]([CH2:26][CH:27]4[CH2:31][CH2:30][CH2:29][O:28]4)[C:19](=[O:25])[O:20][C:21]([CH3:24])([CH3:23])[CH3:22])=[CH:13][CH:12]=3)[S:10][C:3]=12.[F:32][C:33]1[CH:38]=[C:37]([N+:39]([O-:41])=[O:40])[CH:36]=[CH:35][C:34]=1[OH:42].C(=O)([O-])[O-].[K+].[K+]. The catalyst is O(C1C=CC=CC=1)C1C=CC=CC=1.C(Cl)Cl. The product is [F:32][C:33]1[CH:38]=[C:37]([N+:39]([O-:41])=[O:40])[CH:36]=[CH:35][C:34]=1[O:42][C:2]1[CH:7]=[CH:6][N:5]=[C:4]2[CH:8]=[C:9]([C:11]3[CH:16]=[CH:15][C:14]([CH2:17][N:18]([CH2:26][CH:27]4[CH2:31][CH2:30][CH2:29][O:28]4)[C:19](=[O:25])[O:20][C:21]([CH3:24])([CH3:23])[CH3:22])=[CH:13][CH:12]=3)[S:10][C:3]=12. The yield is 0.200. (6) The reactants are [CH2:1]([NH:4][C:5]1[N:6]=[C:7](Cl)[C:8]2[CH:13]=[CH:12][N:11]([CH3:14])[C:9]=2[N:10]=1)[CH2:2][CH3:3].C(O)CCC.C(=O)([O-])[O-].[K+].[K+].Cl.[NH:28]1[CH2:33][CH2:32][CH:31]([OH:34])[CH2:30][CH2:29]1. The catalyst is O. The product is [CH2:1]([NH:4][C:5]1[N:6]=[C:7]([N:28]2[CH2:33][CH2:32][CH:31]([OH:34])[CH2:30][CH2:29]2)[C:8]2[CH:13]=[CH:12][N:11]([CH3:14])[C:9]=2[N:10]=1)[CH2:2][CH3:3]. The yield is 0.750. (7) The reactants are [OH:1][C:2]([C:30]1[S:31][CH:32]=[CH:33][CH:34]=1)([C:25]1[S:26][CH:27]=[CH:28][CH:29]=1)[C:3]([O:5][C@H:6]1[CH2:11][CH2:10][C@H:9]([N:12]([CH2:14][CH2:15][N:16](C(OC(C)(C)C)=O)[CH3:17])[CH3:13])[CH2:8][CH2:7]1)=[O:4].Cl.C([O-])(O)=O.[Na+].O. The product is [OH:1][C:2]([C:25]1[S:26][CH:27]=[CH:28][CH:29]=1)([C:30]1[S:31][CH:32]=[CH:33][CH:34]=1)[C:3]([O:5][C@H:6]1[CH2:7][CH2:8][C@H:9]([N:12]([CH3:13])[CH2:14][CH2:15][NH:16][CH3:17])[CH2:10][CH2:11]1)=[O:4]. The yield is 0.540. The catalyst is C1COCC1.C(#N)C.CO. (8) The reactants are [F:1][C:2]([F:18])([F:17])[C:3]([CH:9]1[O:13][N:12]=[C:11]([C:14]([OH:16])=O)[CH2:10]1)([OH:8])[C:4]([F:7])([F:6])[F:5].[NH2:19][CH:20]([CH2:22][CH2:23][CH2:24][CH2:25][CH3:26])[CH3:21].CN1CCOCC1.F[P-](F)(F)(F)(F)F.N1(O[P+](N(C)C)(N(C)C)N(C)C)C2C=CC=CC=2N=N1. The catalyst is CN(C=O)C.CCOC(C)=O. The product is [CH3:21][CH:20]([NH:19][C:14]([C:11]1[CH2:10][CH:9]([C:3]([OH:8])([C:2]([F:18])([F:1])[F:17])[C:4]([F:5])([F:6])[F:7])[O:13][N:12]=1)=[O:16])[CH2:22][CH2:23][CH2:24][CH2:25][CH3:26]. The yield is 0.650. (9) The reactants are [CH:1]1([N:4]2[C:13]3[C:8](=[CH:9][C:10]([F:34])=[C:11]([N:14]4[CH2:19][CH2:18][N:17]([CH2:20][CH:21]5[CH2:30][CH2:29][C:28]6[C:23](=[CH:24][CH:25]=[C:26]([O:31][CH3:32])[CH:27]=6)[C:22]5=O)[CH2:16][CH2:15]4)[CH:12]=3)[C:7](=[O:35])[C:6]([C:36]([OH:38])=[O:37])=[CH:5]2)[CH2:3][CH2:2]1.Cl.[NH2:40][OH:41].N1C=CC=CC=1.CO. The catalyst is C(O)C.C(Cl)(Cl)Cl. The product is [CH:1]1([N:4]2[C:13]3[C:8](=[CH:9][C:10]([F:34])=[C:11]([N:14]4[CH2:19][CH2:18][N:17]([CH2:20][CH:21]5[CH2:30][CH2:29][C:28]6[C:23](=[CH:24][CH:25]=[C:26]([O:31][CH3:32])[CH:27]=6)[C:22]5=[N:40][OH:41])[CH2:16][CH2:15]4)[CH:12]=3)[C:7](=[O:35])[C:6]([C:36]([OH:38])=[O:37])=[CH:5]2)[CH2:2][CH2:3]1. The yield is 0.450.